Dataset: Catalyst prediction with 721,799 reactions and 888 catalyst types from USPTO. Task: Predict which catalyst facilitates the given reaction. (1) Reactant: Cl.[NH2:2][C:3]1[S:4][C:5]([C:8]([OH:10])=O)=[CH:6][N:7]=1.ON1C2C=CC=CC=2N=N1.CCN=C=NCCCN(C)C.[CH:32]1([CH2:38][NH2:39])[CH2:37][CH2:36][CH2:35][CH2:34][CH2:33]1.C(=O)(O)[O-].[Na+]. Product: [CH:32]1([CH2:38][NH:39][C:8]([C:5]2[S:4][C:3]([NH2:2])=[N:7][CH:6]=2)=[O:10])[CH2:37][CH2:36][CH2:35][CH2:34][CH2:33]1. The catalyst class is: 17. (2) Reactant: CO[C:3]([CH:5]1[CH2:10][C:9]([C:26]#[N:27])([C:11]2[C:19]3[C:18]4[CH:20]=[CH:21][CH:22]=[CH:23][C:17]=4[O:16][C:15]=3[C:14]([O:24][CH3:25])=[CH:13][CH:12]=2)[CH2:8][CH2:7][C:6]1=O)=[O:4].Cl.[C:30]([NH2:33])(=[NH:32])[CH3:31].C[O-].[Na+]. Product: [CH3:25][O:24][C:14]1[C:15]2[O:16][C:17]3[CH:23]=[CH:22][CH:21]=[CH:20][C:18]=3[C:19]=2[C:11]([C:9]2([C:26]#[N:27])[CH2:8][CH2:7][C:6]3[N:32]=[C:30]([CH3:31])[NH:33][C:3](=[O:4])[C:5]=3[CH2:10]2)=[CH:12][CH:13]=1. The catalyst class is: 5. (3) Reactant: [H-].[Al+3].[Li+].[H-].[H-].[H-].S(=O)(=O)(O)O.[N+:12]([C:15]([C:22]1[CH:27]=[CH:26][CH:25]=[CH:24][CH:23]=1)=[CH:16][C:17]1[S:18][CH:19]=[CH:20][CH:21]=1)([O-])=O. Product: [C:22]1([CH:15]([NH2:12])[CH2:16][C:17]2[S:18][CH:19]=[CH:20][CH:21]=2)[CH:23]=[CH:24][CH:25]=[CH:26][CH:27]=1. The catalyst class is: 7.